Task: Predict the product of the given reaction.. Dataset: Forward reaction prediction with 1.9M reactions from USPTO patents (1976-2016) (1) The product is: [CH2:12]([O:14][C:15]([C:17]1[C:21]([C:22]2[CH:27]=[CH:26][CH:25]=[CH:24][CH:23]=2)=[C:20]([CH:28]=[C:5]2[C:4]3[C:8](=[CH:9][CH:10]=[C:2]([Br:1])[CH:3]=3)[NH:7][C:6]2=[O:11])[NH:19][C:18]=1[CH3:30])=[O:16])[CH3:13]. Given the reactants [Br:1][C:2]1[CH:3]=[C:4]2[C:8](=[CH:9][CH:10]=1)[NH:7][C:6](=[O:11])[CH2:5]2.[CH2:12]([O:14][C:15]([C:17]1[C:21]([C:22]2[CH:27]=[CH:26][CH:25]=[CH:24][CH:23]=2)=[C:20]([CH:28]=O)[NH:19][C:18]=1[CH3:30])=[O:16])[CH3:13], predict the reaction product. (2) Given the reactants [Cl:1][C:2]1[CH:7]=[C:6]2[NH:8][C:9](=[O:40])[C:10]3([CH:15]([C:16]4[CH:21]=[C:20]([Cl:22])[CH:19]=[CH:18][C:17]=4[O:23][C:24]([C:27]([OH:29])=O)([CH3:26])[CH3:25])[CH2:14][C:13](=[O:30])[NH:12][CH:11]3[C:31]3[C:36]([CH3:37])=[CH:35][CH:34]=[C:33]([F:38])[C:32]=3[F:39])[C:5]2=[CH:4][CH:3]=1.C1N=CN(C(N2C=NC=C2)=O)C=1.[CH3:53][S:54]([NH2:57])(=[O:56])=[O:55].[H-].[Na+].Cl, predict the reaction product. The product is: [Cl:22][C:20]1[CH:19]=[CH:18][C:17]([O:23][C:24]([CH3:25])([CH3:26])[C:27]([NH:57][S:54]([CH3:53])(=[O:56])=[O:55])=[O:29])=[C:16]([CH:15]2[CH2:14][C:13](=[O:30])[NH:12][CH:11]([C:31]3[C:36]([CH3:37])=[CH:35][CH:34]=[C:33]([F:38])[C:32]=3[F:39])[C:10]32[C:5]2[C:6](=[CH:7][C:2]([Cl:1])=[CH:3][CH:4]=2)[NH:8][C:9]3=[O:40])[CH:21]=1.